Dataset: Experimentally validated miRNA-target interactions with 360,000+ pairs, plus equal number of negative samples. Task: Binary Classification. Given a miRNA mature sequence and a target amino acid sequence, predict their likelihood of interaction. The miRNA is hsa-miR-3144-3p with sequence AUAUACCUGUUCGGUCUCUUUA. The protein sequence of the target gene is MEQAPPDPERQLQPAPLEPLGSPDAGLGAAVGKEAEGAGEESSGVDTMTHNNFWLKKIEISVSEAEKRTGRNAMNMQETYTAYLIETRSVEHTDGQSVLTDSLWRRYSEFELLRSYLLVYYPHIVVPPLPEKRAEFVWHKLSADNMDPDFVERRRIGLENFLLRIASHPILCRDKIFYLFLTQEGNWKETVNETGFQLKADSRLKALNATFRVKNPDKRFTDLKHYSDELQSVISHLLRVRARVADRLYGVYKVHGNYGRVFSEWSAIEKEMGDGLQSAGHHMDVYASSIDDILEDEEHY.... Result: 1 (interaction).